Task: Predict the reactants needed to synthesize the given product.. Dataset: Full USPTO retrosynthesis dataset with 1.9M reactions from patents (1976-2016) (1) The reactants are: C([N:14]1[CH2:17][C:16]([CH3:19])([OH:18])[CH2:15]1)(C1C=CC=CC=1)C1C=CC=CC=1.[C:20]([OH:26])([C:22]([F:25])([F:24])[F:23])=[O:21]. Given the product [F:23][C:22]([F:25])([F:24])[C:20]([OH:26])=[O:21].[CH3:19][C:16]1([OH:18])[CH2:17][NH:14][CH2:15]1, predict the reactants needed to synthesize it. (2) Given the product [F:45][C:40]1[CH:39]=[C:38]([NH:37][C:75](=[O:76])[CH2:36][C:35]([NH:32][C:33]2[CH:34]=[CH:25][C:24]([F:27])=[CH:23][CH:22]=2)=[O:62])[CH:43]=[CH:42][C:41]=1[OH:44], predict the reactants needed to synthesize it. The reactants are: NC1N=CN=C(O[C:23]2[CH:22]=CC(NC(NC(=O)CC3C=[CH:25][C:24]([F:27])=[CH:23][CH:22]=3)=S)=[CH:25][C:24]=2[F:27])C=1.C([N:32]([CH2:35][CH3:36])[CH2:33][CH3:34])C.[NH2:37][C:38]1[CH:43]=[CH:42][C:41]([OH:44])=[C:40]([F:45])[CH:39]=1.F[P-](F)(F)(F)(F)F.N1([O:62][P+](N(C)C)(N(C)C)N(C)C)C2C=CC=CC=2N=N1.CN(C)[CH:75]=[O:76]. (3) Given the product [F:12][C:13]1[C:22]([C:23]2([C:24]([O:26][CH3:27])=[O:25])[CH2:28][O:9]2)=[C:21]2[C:16]([CH:17]=[CH:18][C:19]([O:29][CH3:30])=[N:20]2)=[CH:15][CH:14]=1, predict the reactants needed to synthesize it. The reactants are: ClC1C=CC=C(C(OO)=[O:9])C=1.[F:12][C:13]1[C:22]([C:23](=[CH2:28])[C:24]([O:26][CH3:27])=[O:25])=[C:21]2[C:16]([CH:17]=[CH:18][C:19]([O:29][CH3:30])=[N:20]2)=[CH:15][CH:14]=1.FC1C(CC(OC)=O)=C2C(C=CC(OC)=N2)=CC=1.S([O-])([O-])=O.[Na+].[Na+].C(=O)(O)[O-].[Na+]. (4) The reactants are: C(OC(=O)[NH:7][CH:8]([C:11](=[O:35])[NH:12][CH:13]1[CH2:18][CH2:17][CH2:16][CH:15]([N:19]2[C:28]3[CH:27]=[CH:26][CH:25]=[C:24]([Cl:29])[C:23]=3[C:22]3=[N:30][O:31][C:32]([CH3:33])=[C:21]3[C:20]2=[O:34])[CH2:14]1)[CH2:9][OH:10])(C)(C)C. Given the product [NH2:7][CH:8]([CH2:9][OH:10])[C:11]([NH:12][CH:13]1[CH2:18][CH2:17][CH2:16][CH:15]([N:19]2[C:28]3[CH:27]=[CH:26][CH:25]=[C:24]([Cl:29])[C:23]=3[C:22]3=[N:30][O:31][C:32]([CH3:33])=[C:21]3[C:20]2=[O:34])[CH2:14]1)=[O:35], predict the reactants needed to synthesize it. (5) Given the product [CH2:41]([O:48][C:49](=[O:72])[CH2:50][C@@H:51]([N:55]1[CH:59]=[CH:58][C:57]([C:60]2[CH:61]=[CH:62][C:63]([C:66]3[CH:71]=[CH:70][N:69]=[CH:68][CH:67]=3)=[CH:64][CH:65]=2)=[CH:56]1)[C:52]([NH:14][C@H:15]([C:20](=[O:23])[NH:21][C:85]1[CH:84]=[CH:83][N:88]=[CH:87][CH:86]=1)[C:16]([CH3:19])([CH3:18])[CH3:17])=[O:53])[C:42]1[CH:47]=[CH:46][CH:45]=[CH:44][CH:43]=1, predict the reactants needed to synthesize it. The reactants are: C(OC(=O)C[C@@H](NC(OC(C)(C)C)=O)C([NH:14][C@H:15]([C:20](=[O:23])[NH:21]C)[C:16]([CH3:19])([CH3:18])[CH3:17])=O)C1C=CC=CC=1.FC(F)(F)C(O)=O.Cl.[CH2:41]([O:48][C:49](=[O:72])[CH2:50][C@@H:51]([N:55]1[CH:59]=[CH:58][C:57]([C:60]2[CH:65]=[CH:64][C:63]([C:66]3[CH:71]=[CH:70][N:69]=[CH:68][CH:67]=3)=[CH:62][CH:61]=2)=[CH:56]1)[C:52](O)=[O:53])[C:42]1[CH:47]=[CH:46][CH:45]=[CH:44][CH:43]=1.CN(C(ON1N=[N:88][C:83]2[CH:84]=[CH:85][CH:86]=[CH:87]C1=2)=[N+](C)C)C.[B-](F)(F)(F)F.